From a dataset of Experimentally validated miRNA-target interactions with 360,000+ pairs, plus equal number of negative samples. Binary Classification. Given a miRNA mature sequence and a target amino acid sequence, predict their likelihood of interaction. The miRNA is hsa-miR-3650 with sequence AGGUGUGUCUGUAGAGUCC. The protein sequence of the target gene is MAAVRMLRTWSRNAGKLICVRYFQTCGNVHVLKPNYVCFFGYPSFKYSHPHHFLKTTAALRGQVVQFKLSDIGEGIREVTVKEWYVKEGDTVSQFDSICEVQSDKASVTITSRYDGVIKKLYYNLDDIAYVGKPLVDIETEALKDSEEDVVETPAVSHDEHTHQEIKGRKTLATPAVRRLAMENNIKLSEVVGSGKDGRILKEDILNYLEKQTGAILPPSPKVEIMPPPPKPKDMTVPILVSKPPVFTGKDKTEPIKGFQKAMVKTMSAALKIPHFGYCDEIDLTELVKLREELKPIAFA.... Result: 1 (interaction).